From a dataset of NCI-60 drug combinations with 297,098 pairs across 59 cell lines. Regression. Given two drug SMILES strings and cell line genomic features, predict the synergy score measuring deviation from expected non-interaction effect. (1) Drug 1: CC1=C(C=C(C=C1)NC(=O)C2=CC=C(C=C2)CN3CCN(CC3)C)NC4=NC=CC(=N4)C5=CN=CC=C5. Drug 2: CC1=C(C(=CC=C1)Cl)NC(=O)C2=CN=C(S2)NC3=CC(=NC(=N3)C)N4CCN(CC4)CCO. Cell line: A549. Synergy scores: CSS=17.3, Synergy_ZIP=0.598, Synergy_Bliss=8.21, Synergy_Loewe=-36.5, Synergy_HSA=0.949. (2) Drug 1: C1CN1C2=NC(=NC(=N2)N3CC3)N4CC4. Drug 2: CC1C(C(CC(O1)OC2CC(CC3=C2C(=C4C(=C3O)C(=O)C5=C(C4=O)C(=CC=C5)OC)O)(C(=O)CO)O)N)O.Cl. Cell line: SK-OV-3. Synergy scores: CSS=35.7, Synergy_ZIP=-7.57, Synergy_Bliss=-2.17, Synergy_Loewe=-2.56, Synergy_HSA=0.811. (3) Drug 1: CC1C(C(CC(O1)OC2CC(CC3=C2C(=C4C(=C3O)C(=O)C5=C(C4=O)C(=CC=C5)OC)O)(C(=O)CO)O)N)O.Cl. Drug 2: COCCOC1=C(C=C2C(=C1)C(=NC=N2)NC3=CC=CC(=C3)C#C)OCCOC.Cl. Cell line: HOP-62. Synergy scores: CSS=-2.28, Synergy_ZIP=-7.37, Synergy_Bliss=-14.9, Synergy_Loewe=-8.98, Synergy_HSA=-8.14. (4) Drug 1: C1CCN(CC1)CCOC2=CC=C(C=C2)C(=O)C3=C(SC4=C3C=CC(=C4)O)C5=CC=C(C=C5)O. Drug 2: CC(C)(C#N)C1=CC(=CC(=C1)CN2C=NC=N2)C(C)(C)C#N. Cell line: OVCAR-8. Synergy scores: CSS=-7.97, Synergy_ZIP=0.333, Synergy_Bliss=-7.68, Synergy_Loewe=-9.14, Synergy_HSA=-9.98. (5) Drug 1: CC(CN1CC(=O)NC(=O)C1)N2CC(=O)NC(=O)C2. Drug 2: CC1=C(C(CCC1)(C)C)C=CC(=CC=CC(=CC(=O)O)C)C. Cell line: 786-0. Synergy scores: CSS=6.06, Synergy_ZIP=-2.12, Synergy_Bliss=0.774, Synergy_Loewe=0.288, Synergy_HSA=-0.256. (6) Drug 1: CN1C2=C(C=C(C=C2)N(CCCl)CCCl)N=C1CCCC(=O)O.Cl. Drug 2: CC1C(C(CC(O1)OC2CC(CC3=C2C(=C4C(=C3O)C(=O)C5=CC=CC=C5C4=O)O)(C(=O)C)O)N)O. Cell line: HL-60(TB). Synergy scores: CSS=37.6, Synergy_ZIP=-0.803, Synergy_Bliss=-5.86, Synergy_Loewe=-48.2, Synergy_HSA=-4.86.